Dataset: Full USPTO retrosynthesis dataset with 1.9M reactions from patents (1976-2016). Task: Predict the reactants needed to synthesize the given product. (1) The reactants are: [C:1]1([S:7]([N:10]2[C:14]3=[N:15][N:16]=[C:17]4[C:22]([C:21](Cl)=[CH:20][CH:19]=[N:18]4)=[C:13]3[CH:12]=[CH:11]2)(=[O:9])=[O:8])[CH:6]=[CH:5][CH:4]=[CH:3][CH:2]=1.CC1(C)C(C)(C)CB([C:32]2[CH2:37][N:36]([C:38]([O:40][C:41]([CH3:44])([CH3:43])[CH3:42])=[O:39])[CH2:35][CH2:34][CH:33]=2)C1.C([O-])([O-])=O.[Na+].[Na+].O. Given the product [C:41]([O:40][C:38]([N:36]1[CH2:35][C:34]([C:21]2[C:22]3[C:17](=[N:16][N:15]=[C:14]4[N:10]([S:7]([C:1]5[CH:6]=[CH:5][CH:4]=[CH:3][CH:2]=5)(=[O:9])=[O:8])[CH:11]=[CH:12][C:13]4=3)[N:18]=[CH:19][CH:20]=2)=[CH:33][CH2:32][CH2:37]1)=[O:39])([CH3:44])([CH3:42])[CH3:43], predict the reactants needed to synthesize it. (2) Given the product [CH2:2]([O:4][C:5]([C@@H:7]1[C@@H:11]([C:12](=[O:28])[NH:13][C:14]2[CH:19]=[CH:18][C:17]([N:20]3[CH:25]=[CH:24][CH:23]=[CH:22][C:21]3=[O:26])=[CH:16][C:15]=2[F:27])[CH2:10][N:9]([S:39]([CH3:38])(=[O:41])=[O:40])[CH2:8]1)=[O:6])[CH3:3], predict the reactants needed to synthesize it. The reactants are: Cl.[CH2:2]([O:4][C:5]([C@@H:7]1[C@@H:11]([C:12](=[O:28])[NH:13][C:14]2[CH:19]=[CH:18][C:17]([N:20]3[CH:25]=[CH:24][CH:23]=[CH:22][C:21]3=[O:26])=[CH:16][C:15]=2[F:27])[CH2:10][NH:9][CH2:8]1)=[O:6])[CH3:3].C(N(CC)C(C)C)(C)C.[CH3:38][S:39](Cl)(=[O:41])=[O:40]. (3) Given the product [F:18][C:15]1[C:16]([F:17])=[C:9]2[C:10]([CH2:11][C:26]3([C@H:3]4[C@H:2]([CH3:1])[O:7][C@H:6]([CH3:8])[CH2:5][N:4]42)[C:24](=[O:25])[NH:23][C:21](=[O:22])[NH:20][C:27]3=[O:28])=[CH:13][C:14]=1[I:19], predict the reactants needed to synthesize it. The reactants are: [CH3:1][C@H:2]1[O:7][C@@H:6]([CH3:8])[CH2:5][N:4]([C:9]2[C:16]([F:17])=[C:15]([F:18])[C:14]([I:19])=[CH:13][C:10]=2[CH:11]=O)[CH2:3]1.[NH:20]1[C:27](=[O:28])[CH2:26][C:24](=[O:25])[NH:23][C:21]1=[O:22]. (4) The reactants are: [F:1][C:2]([F:42])([F:41])[C:3]1[CH:4]=[C:5]([C@H:13]2[O:17][C:16](=[O:18])[N:15]([CH2:19][C:20]3[C:21]([NH:30][CH:31]4[CH2:36][CH2:35][N:34]([CH3:37])[CH:33](CC)[CH2:32]4)=[N:22][CH:23]=[C:24]([C:26]([F:29])([F:28])[F:27])[CH:25]=3)[C@H:14]2[CH3:40])[CH:6]=[C:7]([C:9]([F:12])([F:11])[F:10])[CH:8]=1.[C:43]([O-:46])([O-])=[O:44].[K+].[K+].Br[CH2:50][C:51](OC)=O.[CH3:55]N(C=O)C. Given the product [F:42][C:2]([F:1])([F:41])[C:3]1[CH:4]=[C:5]([C@H:13]2[O:17][C:16](=[O:18])[N:15]([CH2:19][C:20]3[C:21]([N:30]([CH2:50][CH3:51])[CH:31]4[CH2:36][CH2:35][N:34]([CH2:37][C:43]([O:46][CH3:55])=[O:44])[CH2:33][CH2:32]4)=[N:22][CH:23]=[C:24]([C:26]([F:27])([F:28])[F:29])[CH:25]=3)[C@H:14]2[CH3:40])[CH:6]=[C:7]([C:9]([F:11])([F:12])[F:10])[CH:8]=1, predict the reactants needed to synthesize it. (5) Given the product [C:24]([NH2:23])(=[O:35])[C:25]1[CH:30]=[CH:29][CH:28]=[CH:27][CH:26]=1, predict the reactants needed to synthesize it. The reactants are: COC1N=CC(N2CCC(N3CC[C@@H](NC(=O)C[NH:23][C:24](=[O:35])[C:25]4[CH:30]=[CH:29][CH:28]=[C:27](C(F)(F)F)[CH:26]=4)C3)CC2)=CC=1.CC1C(N)=C(C)ON=1.COC1N=CC(N)=CC=1. (6) Given the product [C:16]([O:7][CH:4]1[CH2:5][CH2:6][CH:1]([OH:8])[CH2:2][CH2:3]1)(=[O:23])[C:17]1[CH:22]=[CH:21][CH:20]=[CH:19][CH:18]=1, predict the reactants needed to synthesize it. The reactants are: [CH:1]1([OH:8])[CH2:6][CH2:5][CH:4]([OH:7])[CH2:3][CH2:2]1.C(N(CC)CC)C.[C:16](Cl)(=[O:23])[C:17]1[CH:22]=[CH:21][CH:20]=[CH:19][CH:18]=1.